From a dataset of Full USPTO retrosynthesis dataset with 1.9M reactions from patents (1976-2016). Predict the reactants needed to synthesize the given product. (1) Given the product [CH2:37]([N:1]1[C:5]2[CH:6]=[CH:7][CH:8]=[CH:9][C:4]=2[N:3]=[C:2]1/[C:10](=[N:12]/[C:13]1[C:14]([C:25]2[CH:30]=[CH:29][CH:28]=[CH:27][CH:26]=2)=[CH:15][CH:16]=[CH:17][C:18]=1[C:19]1[CH:20]=[CH:21][CH:22]=[CH:23][CH:24]=1)/[CH3:11])[C:38]1[CH:43]=[CH:42][CH:41]=[CH:40][CH:39]=1, predict the reactants needed to synthesize it. The reactants are: [NH:1]1[C:5]2[CH:6]=[CH:7][CH:8]=[CH:9][C:4]=2[N:3]=[C:2]1/[C:10](=[N:12]/[C:13]1[C:18]([C:19]2[CH:24]=[CH:23][CH:22]=[CH:21][CH:20]=2)=[CH:17][CH:16]=[CH:15][C:14]=1[C:25]1[CH:30]=[CH:29][CH:28]=[CH:27][CH:26]=1)/[CH3:11].C([O-])([O-])=O.[K+].[K+].[CH2:37](Br)[C:38]1[CH:43]=[CH:42][CH:41]=[CH:40][CH:39]=1.O. (2) Given the product [N:16]1[CH:21]=[CH:20][CH:19]=[CH:18][C:17]=1[C:22]1[CH:23]=[CH:24][C:25]([S:28]([N:31]2[CH2:32][CH2:33][N:34]([C:13]([CH:10]3[CH2:11][CH2:12][N:7]([C:4]4[CH:5]=[CH:6][N:1]=[CH:2][CH:3]=4)[CH2:8][CH2:9]3)=[O:14])[CH2:35][CH2:36]2)(=[O:30])=[O:29])=[CH:26][CH:27]=1, predict the reactants needed to synthesize it. The reactants are: [N:1]1[CH:6]=[CH:5][C:4]([N:7]2[CH2:12][CH2:11][CH:10]([C:13](Cl)=[O:14])[CH2:9][CH2:8]2)=[CH:3][CH:2]=1.[N:16]1[CH:21]=[CH:20][CH:19]=[CH:18][C:17]=1[C:22]1[CH:27]=[CH:26][C:25]([S:28]([N:31]2[CH2:36][CH2:35][NH:34][CH2:33][CH2:32]2)(=[O:30])=[O:29])=[CH:24][CH:23]=1. (3) Given the product [Si:8]([O:15][C@:38]1([CH3:40])[CH2:37][C@@H:36]2[N:31]([C:32](=[O:42])[CH2:33][CH2:34][CH2:35]2)[C@H:30]([C:27]2[CH:28]=[CH:29][C:24]([F:23])=[CH:25][CH:26]=2)[CH2:39]1)([C:11]([CH3:12])([CH3:13])[CH3:14])([CH3:9])[CH3:10], predict the reactants needed to synthesize it. The reactants are: C(N(CC)CC)C.[Si:8]([O:15]S(C(F)(F)F)(=O)=O)([C:11]([CH3:14])([CH3:13])[CH3:12])([CH3:10])[CH3:9].[F:23][C:24]1[CH:29]=[CH:28][C:27]([C@@H:30]2[CH2:39][C@@:38](O)([CH3:40])[CH2:37][C@@H:36]3[N:31]2[C:32](=[O:42])[CH2:33][CH2:34][CH2:35]3)=[CH:26][CH:25]=1.O. (4) Given the product [CH2:20]([C:19]1[N:18]=[C:17]([C:22]([NH2:24])=[O:23])[C:16]([NH:25][C:26]2[CH:31]=[CH:30][C:29]([N:32]3[CH2:37][CH2:36][CH:35]([N:38]4[CH2:43][CH2:42][N:41]([CH3:44])[CH2:40][CH2:39]4)[CH2:34][CH2:33]3)=[C:28]([CH3:45])[CH:27]=2)=[N:15][C:14]=1[N:13]([CH3:46])[C@@H:10]1[CH2:11][CH2:12][NH:8][CH2:9]1)[CH3:21], predict the reactants needed to synthesize it. The reactants are: C([N:8]1[CH2:12][CH2:11][C@@H:10]([N:13]([CH3:46])[C:14]2[N:15]=[C:16]([NH:25][C:26]3[CH:31]=[CH:30][C:29]([N:32]4[CH2:37][CH2:36][CH:35]([N:38]5[CH2:43][CH2:42][N:41]([CH3:44])[CH2:40][CH2:39]5)[CH2:34][CH2:33]4)=[C:28]([CH3:45])[CH:27]=3)[C:17]([C:22]([NH2:24])=[O:23])=[N:18][C:19]=2[CH2:20][CH3:21])[CH2:9]1)C1C=CC=CC=1.